This data is from hERG Central: cardiac toxicity at 1µM, 10µM, and general inhibition. The task is: Predict hERG channel inhibition at various concentrations. (1) The drug is CCCN(CCC)CC(O)CN(c1ccccc1)S(=O)(=O)c1ccc(C)cc1. Results: hERG_inhib (hERG inhibition (general)): blocker. (2) The drug is CCC(CC)C(=O)N1CC(=O)Nc2ccc(Br)cc2C1c1ccccc1. Results: hERG_inhib (hERG inhibition (general)): blocker. (3) The compound is COc1ccc(CCNC(=O)C23CN(Cc4ccccc4)CC2C(c2ccc([N+](=O)[O-])cc2)=NO3)cc1. Results: hERG_inhib (hERG inhibition (general)): blocker. (4) The drug is CC(CNC(=O)c1ccc(C#N)cc1)NC(=O)c1ccc(C#N)cc1. Results: hERG_inhib (hERG inhibition (general)): blocker. (5) The molecule is CC(C)Cn1nc(C(=O)OCC(=O)NCC(F)(F)F)c2ccccc2c1=O. Results: hERG_inhib (hERG inhibition (general)): blocker. (6) The compound is CCc1ccc2[nH]c(=O)c(CN(CCCN3CCOCC3)C(=O)Nc3ccc(Cl)cc3)cc2c1. Results: hERG_inhib (hERG inhibition (general)): blocker. (7) The compound is CN(Cc1ccc(C#CCCO)cc1)CC1CCCN(CCc2ccc(Cl)cc2)C1. Results: hERG_inhib (hERG inhibition (general)): blocker. (8) The molecule is O=C(COc1ncnc2cc([N+](=O)[O-])ccc12)NC(=O)NC1CCCCC1. Results: hERG_inhib (hERG inhibition (general)): blocker. (9) The drug is Cn1c(=O)n(CCc2ccccc2)c(=O)c2c1nc1n2CCN1Cc1ccco1. Results: hERG_inhib (hERG inhibition (general)): blocker. (10) Results: hERG_inhib (hERG inhibition (general)): blocker. The compound is CC[n+]1c(/C=C/C=C/c2ccc(N(C)C)cc2)sc2ccccc21.[O-][Cl+3]([O-])([O-])[O-].